This data is from Reaction yield outcomes from USPTO patents with 853,638 reactions. The task is: Predict the reaction yield, written as a fraction of the theoretical maximum amount of product (1.0 means a 100% yield; for example, 0.34 means a 34% yield). (1) The reactants are [C:1]([C:5]1[CH:26]=[CH:25][C:8]([CH2:9][N:10]([CH2:22][CH2:23][OH:24])[C:11]([C:13]2[CH:14]=[CH:15][CH:16]=[C:17]3[C:21]=2[NH:20][CH:19]=[CH:18]3)=[O:12])=[CH:7][CH:6]=1)([CH3:4])([CH3:3])[CH3:2].O[C:28]1[CH:29]=[C:30]([C:34]([F:37])([F:36])[F:35])[CH:31]=[CH:32][CH:33]=1.C1(P(C2C=CC=CC=2)C2C=CC=CC=2)C=CC=CC=1.C(OC(N=NC(OCC)=O)=O)C. The catalyst is C1COCC1. The product is [C:1]([C:5]1[CH:6]=[CH:7][C:8]([CH2:9][N:10]([CH2:22][CH2:23][O:24][C:28]2[CH:33]=[CH:32][CH:31]=[C:30]([C:34]([F:37])([F:36])[F:35])[CH:29]=2)[C:11]([C:13]2[CH:14]=[CH:15][CH:16]=[C:17]3[C:21]=2[NH:20][CH:19]=[CH:18]3)=[O:12])=[CH:25][CH:26]=1)([CH3:4])([CH3:2])[CH3:3]. The yield is 0.740. (2) The reactants are C([N:8]1[CH2:13][CH2:12][N:11]([C:14]([O:16][C:17]([CH3:20])([CH3:19])[CH3:18])=[O:15])[CH:10]([CH2:21][CH2:22][OH:23])[CH2:9]1)C1C=CC=CC=1. The product is [C:17]([O:16][C:14]([N:11]1[CH2:12][CH2:13][NH:8][CH2:9][CH:10]1[CH2:21][CH2:22][OH:23])=[O:15])([CH3:20])([CH3:19])[CH3:18]. The yield is 0.920. The catalyst is C(O)C.[Pd]. (3) The reactants are [Cl:1][C:2]1[CH:3]=[C:4]2[C:8](=[CH:9][CH:10]=1)[NH:7][C:6]([C:11]([OH:13])=O)=[CH:5]2.[NH2:14][C:15]1[CH:16]=[CH:17][C:18]2[O:24][CH2:23][CH2:22][NH:21][C:20](=[O:25])[C:19]=2[CH:26]=1.CCCP(O)(O)=O.C(OCC)(=O)C.C(N(CC)C(C)C)(C)C. The catalyst is ClCCl. The product is [Cl:1][C:2]1[CH:3]=[C:4]2[C:8](=[CH:9][CH:10]=1)[NH:7][C:6]([C:11]([NH:14][C:15]1[CH:16]=[CH:17][C:18]3[O:24][CH2:23][CH2:22][NH:21][C:20](=[O:25])[C:19]=3[CH:26]=1)=[O:13])=[CH:5]2. The yield is 0.160. (4) The reactants are [Si]([O:8][CH2:9][C:10](=[O:40])[CH2:11][O:12][C:13]1[CH:18]=[C:17]([Cl:19])[C:16]([C:20]2[N:24]=[C:23]([C:25]3[N:26]=[C:27]4[C:32]([Cl:33])=[CH:31][C:30]([C:34]([F:37])([F:36])[F:35])=[CH:29][N:28]4[CH:38]=3)[O:22][N:21]=2)=[CH:15][C:14]=1[Cl:39])(C(C)(C)C)(C)C. The catalyst is C(O)(C(F)(F)F)=O.O. The product is [Cl:39][C:14]1[CH:15]=[C:16]([C:20]2[N:24]=[C:23]([C:25]3[N:26]=[C:27]4[C:32]([Cl:33])=[CH:31][C:30]([C:34]([F:35])([F:36])[F:37])=[CH:29][N:28]4[CH:38]=3)[O:22][N:21]=2)[C:17]([Cl:19])=[CH:18][C:13]=1[O:12][CH2:11][C:10](=[O:40])[CH2:9][OH:8]. The yield is 0.170.